Dataset: Forward reaction prediction with 1.9M reactions from USPTO patents (1976-2016). Task: Predict the product of the given reaction. (1) The product is: [Cl:1][C:2]1[N:10]=[C:9]([Cl:11])[CH:8]=[CH:7][C:3]=1[C:4]([Cl:14])=[O:5]. Given the reactants [Cl:1][C:2]1[N:10]=[C:9]([Cl:11])[CH:8]=[CH:7][C:3]=1[C:4](O)=[O:5].S(Cl)([Cl:14])=O, predict the reaction product. (2) Given the reactants [F:1][C:2]1[CH:9]=[CH:8][C:5]([CH:6]=O)=[C:4]([CH3:10])[CH:3]=1.C1O[C:14]([CH2:16][CH2:17][NH2:18])([CH3:15])[O:13]C1.C1(C)C=CC(S(O)(=O)=O)=CC=1.C(=O)([O-])[O-].[K+].[K+], predict the reaction product. The product is: [F:1][C:2]1[CH:9]=[CH:8][C:5]([CH:6]2[CH2:15][C:14](=[O:13])[CH2:16][CH2:17][NH:18]2)=[C:4]([CH3:10])[CH:3]=1. (3) The product is: [CH:64]1([C@@H:45]([C:42]2[CH:43]=[CH:44][C:39]([C:8]3[CH:9]=[CH:10][N:5]([CH:4]4[CH2:23][CH2:28]4)[C:18](=[O:21])[CH:17]=3)=[CH:40][CH:41]=2)[N:46]2[CH2:51][CH2:50][C@:49]([CH2:58][C:59]([OH:62])([CH3:61])[CH3:60])([C:52]3[CH:57]=[CH:56][CH:55]=[CH:54][CH:53]=3)[O:48][C:47]2=[O:63])[CH2:66][CH2:65]1. Given the reactants C1([C@@H:4]([C:23]2[CH:28]=CC(B3OC(C)(C)C(C)(C)O3)=CC=2)[N:5]2[CH2:10][CH2:9][C@:8]([CH2:17][C:18]([OH:21])(C)C)(C3C=CC=CC=3)OC2=O)CC1.Br[C:39]1[CH:44]=[CH:43][C:42]([C@H:45]([CH:64]2[CH2:66][CH2:65]2)[N:46]2[CH2:51][CH2:50][C@:49]([CH2:58][C:59]([OH:62])([CH3:61])[CH3:60])([C:52]3[CH:57]=[CH:56][CH:55]=[CH:54][CH:53]=3)[O:48][C:47]2=[O:63])=[CH:41][CH:40]=1.BrC1C=CN(C2CC2)C(=O)C=1, predict the reaction product.